Dataset: Full USPTO retrosynthesis dataset with 1.9M reactions from patents (1976-2016). Task: Predict the reactants needed to synthesize the given product. (1) Given the product [C:38]([N:30]([C:31]1[CH:36]=[CH:35][C:34]([Cl:37])=[CH:33][CH:32]=1)[C@H:23]1[C:24]2[C:29](=[CH:28][CH:27]=[CH:26][CH:25]=2)[N:20]([C:18]([C:15]2[CH:14]=[CH:13][C:12]([N:8]3[CH2:9][CH2:10][CH2:11][CH:6]([C:4]([OH:5])=[O:3])[CH2:7]3)=[CH:17][CH:16]=2)=[O:19])[C@@H:21]([CH3:41])[CH2:22]1)(=[O:40])[CH3:39], predict the reactants needed to synthesize it. The reactants are: C([O:3][C:4]([CH:6]1[CH2:11][CH2:10][CH2:9][N:8]([C:12]2[CH:17]=[CH:16][C:15]([C:18]([N:20]3[C:29]4[C:24](=[CH:25][CH:26]=[CH:27][CH:28]=4)[C@H:23]([N:30]([C:38](=[O:40])[CH3:39])[C:31]4[CH:36]=[CH:35][C:34]([Cl:37])=[CH:33][CH:32]=4)[CH2:22][C@@H:21]3[CH3:41])=[O:19])=[CH:14][CH:13]=2)[CH2:7]1)=[O:5])C.C(O)C.[OH-].[Li+]. (2) Given the product [CH3:28][C:29]1[O:1][N:2]=[C:3]([C:5]2[S:9][C:8]([N:10]3[CH2:11][CH2:12][CH:13]([O:16][C:17]4[CH:22]=[CH:21][CH:20]=[CH:19][C:18]=4[C:23]([F:26])([F:25])[F:24])[CH2:14][CH2:15]3)=[N:7][CH:6]=2)[N:4]=1, predict the reactants needed to synthesize it. The reactants are: [OH:1][N:2]=[C:3]([C:5]1[S:9][C:8]([N:10]2[CH2:15][CH2:14][CH:13]([O:16][C:17]3[CH:22]=[CH:21][CH:20]=[CH:19][C:18]=3[C:23]([F:26])([F:25])[F:24])[CH2:12][CH2:11]2)=[N:7][CH:6]=1)[NH2:4].[Na].[CH3:28][CH2:29]OC(C)=O. (3) Given the product [CH2:1]([N:8]1[C:16]2[C:11](=[N:12][C:13]([Cl:17])=[CH:14][CH:15]=2)[CH:10]=[C:9]1[C:24]1[S:25][CH:26]=[CH:27][CH:28]=1)[C:2]1[CH:7]=[CH:6][CH:5]=[CH:4][CH:3]=1, predict the reactants needed to synthesize it. The reactants are: [CH2:1]([N:8]1[C:16]2[C:11](=[N:12][C:13]([Cl:17])=[CH:14][CH:15]=2)[CH:10]=[C:9]1Br)[C:2]1[CH:7]=[CH:6][CH:5]=[CH:4][CH:3]=1.C([Sn](CCCC)(CCCC)[C:24]1[S:25][CH:26]=[CH:27][CH:28]=1)CCC. (4) Given the product [NH2:30][C@H:7]([CH2:8][CH2:9][CH:10]([CH2:18][CH2:19][C:20]1[CH:21]=[CH:22][C:23]([O:26][CH2:27][CH2:28][F:29])=[CH:24][CH:25]=1)[C:11]([OH:13])=[O:12])[C:6]([OH:38])=[O:5], predict the reactants needed to synthesize it. The reactants are: C([O:5][C:6](=[O:38])[C@@H:7]([NH:30]C(OC(C)(C)C)=O)[CH2:8][CH2:9][CH:10]([CH2:18][CH2:19][C:20]1[CH:25]=[CH:24][C:23]([O:26][CH2:27][CH2:28][F:29])=[CH:22][CH:21]=1)[C:11]([O:13]C(C)(C)C)=[O:12])(C)(C)C.FC(F)(F)C(O)=O.O.C(#N)C. (5) Given the product [ClH:1].[Cl:1][C:2]1[CH:8]=[CH:7][CH:6]=[C:5]([Cl:9])[C:3]=1[NH:4][NH2:10], predict the reactants needed to synthesize it. The reactants are: [Cl:1][C:2]1[CH:8]=[CH:7][CH:6]=[C:5]([Cl:9])[C:3]=1[NH2:4].[N:10]([O-])=O.[Na+]. (6) Given the product [Cl:14][C:12]1[C:13]2[N:8]([C:7]([CH:15]3[CH2:16][CH2:17][CH2:18]3)=[CH:6][C:5]=2[C:3]([NH:20][CH2:21][C:22]2([OH:30])[CH2:27][CH2:26][CH2:25][C:24]([F:29])([F:28])[CH2:23]2)=[O:4])[CH:9]=[CH:10][CH:11]=1, predict the reactants needed to synthesize it. The reactants are: CO[C:3]([C:5]1[CH:6]=[C:7]([CH:15]2[CH2:18][CH2:17][CH2:16]2)[N:8]2[C:13]=1[C:12]([Cl:14])=[CH:11][CH:10]=[CH:9]2)=[O:4].Cl.[NH2:20][CH2:21][C:22]1([OH:30])[CH2:27][CH2:26][CH2:25][C:24]([F:29])([F:28])[CH2:23]1.C(N(C(C)C)C(C)C)C.C[Al](C)C. (7) The reactants are: NCCC1N=CNC=1.[C:9]([N:16]1[CH:20]=[CH:19]N=C1)([N:11]1[CH:15]=[CH:14][N:13]=[CH:12]1)=[O:10]. Given the product [CH:14]1[N:13]=[CH:12][N:11]2[C:15]=1[CH2:19][CH2:20][NH:16][C:9]2=[O:10], predict the reactants needed to synthesize it. (8) Given the product [C:1]([C:5]1[CH:6]=[CH:7][C:8]([N:11]2[CH2:16][CH2:15][O:14][C@H:13]([C@@H:17]([OH:30])[C:18]([NH:20][C:21]3[CH:26]=[CH:25][C:24]([C:27](=[N:32][OH:33])[NH2:28])=[CH:23][C:22]=3[Cl:29])=[O:19])[C:12]2=[O:31])=[CH:9][CH:10]=1)([CH3:4])([CH3:2])[CH3:3], predict the reactants needed to synthesize it. The reactants are: [C:1]([C:5]1[CH:10]=[CH:9][C:8]([N:11]2[CH2:16][CH2:15][O:14][C@H:13]([C@@H:17]([OH:30])[C:18]([NH:20][C:21]3[CH:26]=[CH:25][C:24]([C:27]#[N:28])=[CH:23][C:22]=3[Cl:29])=[O:19])[C:12]2=[O:31])=[CH:7][CH:6]=1)([CH3:4])([CH3:3])[CH3:2].[NH2:32][OH:33].